Task: Regression. Given a peptide amino acid sequence and an MHC pseudo amino acid sequence, predict their binding affinity value. This is MHC class II binding data.. Dataset: Peptide-MHC class II binding affinity with 134,281 pairs from IEDB (1) The peptide sequence is EFENFMKAGAHPIMH. The MHC is DRB1_0701 with pseudo-sequence DRB1_0701. The binding affinity (normalized) is 0.861. (2) The peptide sequence is ITFLRPVLKAMHD. The MHC is DRB5_0101 with pseudo-sequence DRB5_0101. The binding affinity (normalized) is 0.739.